From a dataset of Forward reaction prediction with 1.9M reactions from USPTO patents (1976-2016). Predict the product of the given reaction. (1) Given the reactants C([O:3][C:4]([C:6]1([NH:15][C:16]([C:18]2[C:23]([N:24]3[CH2:29][CH2:28][CH2:27][CH2:26][CH2:25]3)=[CH:22][CH:21]=[CH:20][N:19]=2)=[O:17])[CH2:14][C:13]2[C:8](=[CH:9][CH:10]=[CH:11][CH:12]=2)[CH2:7]1)=[O:5])C.O1CCOCC1.CO, predict the reaction product. The product is: [N:24]1([C:23]2[C:18]([C:16]([NH:15][C:6]3([C:4]([OH:5])=[O:3])[CH2:14][C:13]4[C:8](=[CH:9][CH:10]=[CH:11][CH:12]=4)[CH2:7]3)=[O:17])=[N:19][CH:20]=[CH:21][CH:22]=2)[CH2:29][CH2:28][CH2:27][CH2:26][CH2:25]1. (2) Given the reactants Cl[C:2]1[CH:7]=[CH:6][N:5]2[N:8]=[C:9]([NH:11][C:12]3[CH:17]=[CH:16][C:15]([C:18]([N:20]4[CH2:23][CH:22]([F:24])[CH2:21]4)=[O:19])=[CH:14][C:13]=3[O:25][CH3:26])[N:10]=[C:4]2[CH:3]=1.[F:27][C:28]1[CH:33]=[CH:32][C:31]([C@@H:34]([CH3:47])[C:35]([NH:37][C:38]2[CH:43]=[CH:42][C:41](B(O)O)=[CH:40][CH:39]=2)=[O:36])=[CH:30][CH:29]=1.O.P([O-])([O-])([O-])=O.[K+].[K+].[K+].C1(P(C2CCCCC2)C2C=CC=CC=2C2C(OC)=CC=CC=2OC)CCCCC1, predict the reaction product. The product is: [F:24][CH:22]1[CH2:23][N:20]([C:18]([C:15]2[CH:16]=[CH:17][C:12]([NH:11][C:9]3[N:10]=[C:4]4[CH:3]=[C:2]([C:41]5[CH:40]=[CH:39][C:38]([NH:37][C:35](=[O:36])[C@@H:34]([C:31]6[CH:30]=[CH:29][C:28]([F:27])=[CH:33][CH:32]=6)[CH3:47])=[CH:43][CH:42]=5)[CH:7]=[CH:6][N:5]4[N:8]=3)=[C:13]([O:25][CH3:26])[CH:14]=2)=[O:19])[CH2:21]1. (3) Given the reactants [F:1][C:2]([F:17])([F:16])[C:3]1[CH:15]=[CH:14][CH:13]=[CH:12][C:4]=1[CH2:5][CH:6]1[CH2:11][CH2:10][NH:9][CH2:8][CH2:7]1.N1CCC(NC2C=CC=CC=2C(F)(F)F)CC1.[CH:35]1([CH2:38][CH2:39][NH:40][C:41]([C:43]2[N:44]=[N:45][C:46](Cl)=[CH:47][CH:48]=2)=[O:42])[CH2:37][CH2:36]1, predict the reaction product. The product is: [CH:35]1([CH2:38][CH2:39][NH:40][C:41]([C:43]2[N:44]=[N:45][C:46]([N:9]3[CH2:8][CH2:7][CH:6]([CH2:5][C:4]4[CH:12]=[CH:13][CH:14]=[CH:15][C:3]=4[C:2]([F:1])([F:16])[F:17])[CH2:11][CH2:10]3)=[CH:47][CH:48]=2)=[O:42])[CH2:37][CH2:36]1. (4) Given the reactants [Cl:1][C:2]1[CH:3]=[CH:4][C:5]2[NH:11][C:10]3[CH:12]=[CH:13][CH:14]=[CH:15][C:9]=3[C:8](=O)[NH:7][C:6]=2[CH:17]=1.[CH3:18][CH:19]1[CH2:24][NH:23][CH2:22][CH:21]([CH3:25])[NH:20]1, predict the reaction product. The product is: [Cl:1][C:2]1[CH:3]=[CH:4][C:5]2[NH:11][C:10]3[CH:12]=[CH:13][CH:14]=[CH:15][C:9]=3[C:8]([N:23]3[CH2:22][CH:21]([CH3:25])[NH:20][CH:19]([CH3:18])[CH2:24]3)=[N:7][C:6]=2[CH:17]=1. (5) Given the reactants [CH2:1]([O:8][C:9]1[C:18](=[O:19])[N:17]2[C:12]([C:13]([CH3:21])([CH3:20])[O:14][CH2:15][CH2:16]2)=[N:11][C:10]=1[C:22]([OH:24])=O)[C:2]1[CH:7]=[CH:6][CH:5]=[CH:4][CH:3]=1.[NH2:25][CH2:26][C:27]1[CH:32]=[CH:31][C:30]([F:33])=[CH:29][C:28]=1[NH:34][CH2:35][CH3:36], predict the reaction product. The product is: [CH2:35]([NH:34][C:28]1[CH:29]=[C:30]([F:33])[CH:31]=[CH:32][C:27]=1[CH2:26][NH:25][C:22]([C:10]1[N:11]=[C:12]2[N:17]([C:18](=[O:19])[C:9]=1[O:8][CH2:1][C:2]1[CH:7]=[CH:6][CH:5]=[CH:4][CH:3]=1)[CH2:16][CH2:15][O:14][C:13]2([CH3:21])[CH3:20])=[O:24])[CH3:36].